This data is from NCI-60 drug combinations with 297,098 pairs across 59 cell lines. The task is: Regression. Given two drug SMILES strings and cell line genomic features, predict the synergy score measuring deviation from expected non-interaction effect. (1) Drug 1: C1C(C(OC1N2C=NC3=C(N=C(N=C32)Cl)N)CO)O. Drug 2: C1CCC(C(C1)N)N.C(=O)(C(=O)[O-])[O-].[Pt+4]. Cell line: UACC62. Synergy scores: CSS=70.2, Synergy_ZIP=-7.07, Synergy_Bliss=-4.21, Synergy_Loewe=-1.89, Synergy_HSA=0.539. (2) Drug 1: C1=CC(=C2C(=C1NCCNCCO)C(=O)C3=C(C=CC(=C3C2=O)O)O)NCCNCCO. Drug 2: CN1C2=C(C=C(C=C2)N(CCCl)CCCl)N=C1CCCC(=O)O.Cl. Cell line: NCI-H226. Synergy scores: CSS=16.4, Synergy_ZIP=-10.7, Synergy_Bliss=-14.5, Synergy_Loewe=-52.5, Synergy_HSA=-13.1. (3) Drug 1: CCCS(=O)(=O)NC1=C(C(=C(C=C1)F)C(=O)C2=CNC3=C2C=C(C=N3)C4=CC=C(C=C4)Cl)F. Drug 2: C1=NC2=C(N=C(N=C2N1C3C(C(C(O3)CO)O)O)F)N. Cell line: SK-MEL-5. Synergy scores: CSS=34.9, Synergy_ZIP=3.18, Synergy_Bliss=3.18, Synergy_Loewe=-6.58, Synergy_HSA=3.21. (4) Drug 1: CC(C)(C#N)C1=CC(=CC(=C1)CN2C=NC=N2)C(C)(C)C#N. Drug 2: CC1CCCC2(C(O2)CC(NC(=O)CC(C(C(=O)C(C1O)C)(C)C)O)C(=CC3=CSC(=N3)C)C)C. Cell line: SW-620. Synergy scores: CSS=53.1, Synergy_ZIP=5.39, Synergy_Bliss=1.89, Synergy_Loewe=-9.68, Synergy_HSA=0.642. (5) Drug 1: C1=CC(=C2C(=C1NCCNCCO)C(=O)C3=C(C=CC(=C3C2=O)O)O)NCCNCCO. Drug 2: CCC(=C(C1=CC=CC=C1)C2=CC=C(C=C2)OCCN(C)C)C3=CC=CC=C3.C(C(=O)O)C(CC(=O)O)(C(=O)O)O. Cell line: SW-620. Synergy scores: CSS=52.0, Synergy_ZIP=11.0, Synergy_Bliss=10.3, Synergy_Loewe=-18.4, Synergy_HSA=8.23. (6) Drug 1: CN(CCCl)CCCl.Cl. Drug 2: C1CN(CCN1C(=O)CCBr)C(=O)CCBr. Cell line: M14. Synergy scores: CSS=17.3, Synergy_ZIP=-4.60, Synergy_Bliss=5.59, Synergy_Loewe=2.19, Synergy_HSA=4.66. (7) Drug 1: C1=NC2=C(N=C(N=C2N1C3C(C(C(O3)CO)O)O)F)N. Drug 2: CS(=O)(=O)CCNCC1=CC=C(O1)C2=CC3=C(C=C2)N=CN=C3NC4=CC(=C(C=C4)OCC5=CC(=CC=C5)F)Cl. Cell line: KM12. Synergy scores: CSS=0.379, Synergy_ZIP=3.05, Synergy_Bliss=5.97, Synergy_Loewe=-1.86, Synergy_HSA=-0.664.